Dataset: Catalyst prediction with 721,799 reactions and 888 catalyst types from USPTO. Task: Predict which catalyst facilitates the given reaction. (1) Reactant: Cl[C:2]1[C:3]2[N:4]([CH:16]=[CH:17][N:18]=2)[CH:5]=[C:6]([C:8]2[CH:13]=[CH:12][C:11]([Cl:14])=[CH:10][C:9]=2[Cl:15])[N:7]=1.Cl.Cl.[NH2:21][CH2:22][CH2:23][NH:24][C:25]1[CH:32]=[CH:31][C:28]([C:29]#[N:30])=[CH:27][N:26]=1.C(N(CC)C(C)C)(C)C. Product: [Cl:15][C:9]1[CH:10]=[C:11]([Cl:14])[CH:12]=[CH:13][C:8]=1[C:6]1[N:7]=[C:2]([NH:21][CH2:22][CH2:23][NH:24][C:25]2[CH:32]=[CH:31][C:28]([C:29]#[N:30])=[CH:27][N:26]=2)[C:3]2[N:4]([CH:16]=[CH:17][N:18]=2)[CH:5]=1. The catalyst class is: 16. (2) Reactant: [CH3:1][N:2]([CH3:14])[C:3]([CH2:5]P(=O)(OCC)OCC)=[O:4].[H-].[Na+].[CH2:17]([O:27][CH2:28][C:29]([CH2:34][O:35][CH2:36][CH2:37][CH2:38][CH2:39][CH2:40][CH2:41][CH2:42][CH2:43][CH2:44][CH3:45])([CH:32]=O)[CH:30]=O)[CH2:18][CH2:19][CH2:20][CH2:21][CH2:22][CH2:23][CH2:24][CH2:25][CH3:26]. Product: [CH2:17]([O:27][CH2:28][C:29]([CH2:34][O:35][CH2:36][CH2:37][CH2:38][CH2:39][CH2:40][CH2:41][CH2:42][CH2:43][CH2:44][CH3:45])([CH:32]=[CH:5][C:3]([N:2]([CH3:1])[CH3:14])=[O:4])[CH:30]=[CH:5][C:3]([N:2]([CH3:14])[CH3:1])=[O:4])[CH2:18][CH2:19][CH2:20][CH2:21][CH2:22][CH2:23][CH2:24][CH2:25][CH3:26]. The catalyst class is: 1.